Dataset: NCI-60 drug combinations with 297,098 pairs across 59 cell lines. Task: Regression. Given two drug SMILES strings and cell line genomic features, predict the synergy score measuring deviation from expected non-interaction effect. Drug 1: COC1=NC(=NC2=C1N=CN2C3C(C(C(O3)CO)O)O)N. Drug 2: CC1CCC2CC(C(=CC=CC=CC(CC(C(=O)C(C(C(=CC(C(=O)CC(OC(=O)C3CCCCN3C(=O)C(=O)C1(O2)O)C(C)CC4CCC(C(C4)OC)OCCO)C)C)O)OC)C)C)C)OC. Cell line: NCIH23. Synergy scores: CSS=4.13, Synergy_ZIP=-1.26, Synergy_Bliss=-0.954, Synergy_Loewe=-1.48, Synergy_HSA=-1.52.